This data is from Reaction yield outcomes from USPTO patents with 853,638 reactions. The task is: Predict the reaction yield, written as a fraction of the theoretical maximum amount of product (1.0 means a 100% yield; for example, 0.34 means a 34% yield). (1) The yield is 0.390. The catalyst is C(OC(=O)C)(=O)C. The product is [N+:1]([C:4]1[CH:9]=[CH:8][C:7]([N:10]2[C:11](=[O:17])[CH2:12][CH2:13][C:14]2=[O:16])=[CH:6][C:5]=1[C:18]([F:21])([F:20])[F:19])([O-:3])=[O:2]. The reactants are [N+:1]([C:4]1[CH:9]=[CH:8][C:7]([NH:10][C:11](=[O:17])[CH2:12][CH2:13][C:14]([OH:16])=O)=[CH:6][C:5]=1[C:18]([F:21])([F:20])[F:19])([O-:3])=[O:2].CC([O-])=O.[Na+]. (2) The reactants are CC1[O:11][C:10]2[C:9]3[CH:12]=[CH:13][CH:14]=[CH:15][C:8]=3NCCC=2N=1.S(Cl)(Cl)=O.C([N:22]([CH2:25][CH3:26])CC)C.[CH2:27]([N:34]1[C:43]2[C:42]3[CH:44]=[CH:45][CH:46]=[CH:47][C:41]=3[NH:40][CH2:39][CH2:38][C:37]=2[N:36]=[C:35]1[CH3:48])[C:28]1[CH:33]=[CH:32][CH:31]=[CH:30][CH:29]=1. The catalyst is C1(C)C=CC=CC=1. The product is [CH2:27]([N:34]1[C:43]2[C:42]3[CH:44]=[CH:45][CH:46]=[CH:47][C:41]=3[N:40]([C:10]([C:9]3[CH:12]=[CH:13][C:26]([C:25]#[N:22])=[C:15]([CH3:14])[CH:8]=3)=[O:11])[CH2:39][CH2:38][C:37]=2[N:36]=[C:35]1[CH3:48])[C:28]1[CH:29]=[CH:30][CH:31]=[CH:32][CH:33]=1. The yield is 0.560. (3) The reactants are [O:1]=[C:2]1[O:13][CH2:12][C@@H:11]2[CH2:14][CH2:15][CH2:16][N:10]2[C:9](=[O:17])[CH2:8][CH2:7][CH:6]=[CH:5][CH2:4][C@H:3]1[CH2:18][C:19]([O:21]C(C)(C)C)=O.FC(F)(F)C(O)=O.O=C1OC[C@@H]2CCCN2C(=O)CCC=CC[C@H]1CC(O)=O.[Cl:54][C:55]1[CH:60]=[CH:59][C:58]([CH2:61][NH2:62])=[CH:57][CH:56]=1. The catalyst is C(Cl)Cl.CO.C(Cl)Cl. The product is [Cl:54][C:55]1[CH:60]=[CH:59][C:58]([CH2:61][NH:62][C:19](=[O:21])[CH2:18][C@H:3]2[C:2](=[O:1])[O:13][CH2:12][C@@H:11]3[CH2:14][CH2:15][CH2:16][N:10]3[C:9](=[O:17])[CH2:8][CH2:7][CH:6]=[CH:5][CH2:4]2)=[CH:57][CH:56]=1. The yield is 0.530. (4) The reactants are [CH2:1]([C:8]1([C:21]([O:23][CH3:24])=[O:22])[CH2:13][CH2:12][N:11](C(OC(C)(C)C)=O)[CH2:10][CH2:9]1)[C:2]1[CH:7]=[CH:6][CH:5]=[CH:4][CH:3]=1. The catalyst is C1COCC1.C(Cl)Cl. The product is [CH2:1]([C:8]1([C:21]([O:23][CH3:24])=[O:22])[CH2:9][CH2:10][NH:11][CH2:12][CH2:13]1)[C:2]1[CH:3]=[CH:4][CH:5]=[CH:6][CH:7]=1. The yield is 0.920. (5) The reactants are [CH2:1]([NH:6][C:7]([C:9]1[N:10]=[N:11][C:12](Cl)=[CH:13][CH:14]=1)=[O:8])[CH2:2][CH2:3][CH:4]=[CH2:5].[NH:16]1[CH2:21][CH2:20][NH:19][CH2:18][CH2:17]1. The catalyst is C(#N)C. The product is [CH2:1]([NH:6][C:7]([C:9]1[N:10]=[N:11][C:12]([N:16]2[CH2:21][CH2:20][NH:19][CH2:18][CH2:17]2)=[CH:13][CH:14]=1)=[O:8])[CH2:2][CH2:3][CH:4]=[CH2:5]. The yield is 0.886. (6) The reactants are [CH:1]([C:3]1[CH:8]=[CH:7][CH:6]=[CH:5][C:4]=1[B:9]([OH:11])[OH:10])=O.[OH-].[Na+].[N+:14]([CH3:17])([O-:16])=[O:15].Cl. The catalyst is O. The product is [N+:14]([CH2:17][CH:1]1[O:11][B:9]([OH:10])[C:4]2[CH:5]=[CH:6][CH:7]=[CH:8][C:3]1=2)([O-:16])=[O:15]. The yield is 0.870. (7) The reactants are O1CCCCC1[O:7][CH:8]([CH2:27][CH2:28][CH2:29][CH2:30][CH2:31][C:32]([CH3:43])([CH3:42])[CH2:33][C:34](=[O:41])[C:35]1[CH:40]=[CH:39][CH:38]=[N:37][CH:36]=1)[CH2:9][CH2:10][CH2:11][CH2:12][CH2:13][C:14]([CH3:26])([CH3:25])[CH2:15][O:16][C:17](=[O:24])[C:18]1[CH:23]=[CH:22][CH:21]=[N:20][CH:19]=1.C(O)(=O)C.C1COCC1. The catalyst is O. The product is [OH:7][CH:8]([CH2:27][CH2:28][CH2:29][CH2:30][CH2:31][C:32]([CH3:43])([CH3:42])[CH2:33][C:34](=[O:41])[C:35]1[CH:40]=[CH:39][CH:38]=[N:37][CH:36]=1)[CH2:9][CH2:10][CH2:11][CH2:12][CH2:13][C:14]([CH3:26])([CH3:25])[CH2:15][O:16][C:17](=[O:24])[C:18]1[CH:23]=[CH:22][CH:21]=[N:20][CH:19]=1. The yield is 0.580.